From a dataset of Catalyst prediction with 721,799 reactions and 888 catalyst types from USPTO. Predict which catalyst facilitates the given reaction. (1) The catalyst class is: 7. Reactant: [Br:1][C:2]1[CH:23]=[CH:22][C:5]([CH2:6][O:7][C:8]2[CH:9]=[C:10]3[C:14](=[CH:15][CH:16]=2)[NH:13][C:12]([C:17](OCC)=[O:18])=[CH:11]3)=[CH:4][CH:3]=1.[H-].[Al+3].[Li+].[H-].[H-].[H-].C(OCC)(=O)C. Product: [Br:1][C:2]1[CH:23]=[CH:22][C:5]([CH2:6][O:7][C:8]2[CH:9]=[C:10]3[C:14](=[CH:15][CH:16]=2)[NH:13][C:12]([CH2:17][OH:18])=[CH:11]3)=[CH:4][CH:3]=1. (2) Reactant: [OH:1][C:2]1[CH:3]=[C:4]([C:8]2[N:13]([CH3:14])[C:12](=[O:15])[C:11]([O:16][CH2:17][C:18]3[CH:23]=[CH:22][C:21]([O:24][CH3:25])=[CH:20][CH:19]=3)=[CH:10][N:9]=2)[CH:5]=[CH:6][CH:7]=1.[S:26](O[S:26]([C:29]([F:32])([F:31])[F:30])(=[O:28])=[O:27])([C:29]([F:32])([F:31])[F:30])(=[O:28])=[O:27].O. Product: [F:30][C:29]([F:32])([F:31])[S:26]([O:1][C:2]1[CH:7]=[CH:6][CH:5]=[C:4]([C:8]2[N:13]([CH3:14])[C:12](=[O:15])[C:11]([O:16][CH2:17][C:18]3[CH:19]=[CH:20][C:21]([O:24][CH3:25])=[CH:22][CH:23]=3)=[CH:10][N:9]=2)[CH:3]=1)(=[O:28])=[O:27]. The catalyst class is: 17. (3) Reactant: [F:1][C:2]1[C:7]([F:8])=[CH:6][C:5]([C:9]2[CH:14]=[CH:13][C:12]([O:15][CH2:16][C:17]3[CH:25]=[CH:24][CH:23]=[C:22]4[C:18]=3[CH:19]=[CH:20][NH:21]4)=[CH:11][CH:10]=2)=[C:4]([O:26][CH3:27])[CH:3]=1.C(N(CC)CC)C.[C:35]1(=[O:41])[O:40][C:38](=[O:39])[CH2:37][CH2:36]1.C[Si]([N-][Si](C)(C)C)(C)C.[Li+]. Product: [F:1][C:2]1[C:7]([F:8])=[CH:6][C:5]([C:9]2[CH:14]=[CH:13][C:12]([O:15][CH2:16][C:17]3[CH:25]=[CH:24][CH:23]=[C:22]4[C:18]=3[CH:19]=[CH:20][N:21]4[C:35](=[O:41])[CH2:36][CH2:37][C:38]([OH:40])=[O:39])=[CH:11][CH:10]=2)=[C:4]([O:26][CH3:27])[CH:3]=1. The catalyst class is: 9. (4) Reactant: [Cl:1][C:2]1[C:3]2[C:4](=[N:13][N:14]([CH3:16])[CH:15]=2)[N:5]=[C:6]([C:8]([O:10]CC)=O)[N:7]=1.[F:17][C:18]1[CH:23]=[CH:22][C:21]([Mg]Br)=[CH:20][CH:19]=1.C1COCC1.CC(O)=O. Product: [Cl:1][C:2]1[C:3]2[C:4](=[N:13][N:14]([CH3:16])[CH:15]=2)[N:5]=[C:6]([C:8]([C:21]2[CH:22]=[CH:23][C:18]([F:17])=[CH:19][CH:20]=2)=[O:10])[N:7]=1. The catalyst class is: 1. (5) Reactant: C[O:2][CH2:3][C@H:4]([CH3:34])[O:5][C:6]1[CH:7]=[C:8]([CH:20]=[C:21]([C:23]2[NH:24][C:25]([C:28]3[O:29][C@@H:30]([CH3:33])[CH2:31][N:32]=3)=[CH:26][CH:27]=2)[CH:22]=1)[O:9][C:10]1[CH:15]=[N:14][C:13]([S:16]([CH3:19])(=[O:18])=[O:17])=[CH:12][N:11]=1.B(Br)(Br)Br.C(=O)([O-])O.[Na+]. Product: [CH3:33][C@@H:30]1[O:29][C:28]([C:25]2[NH:24][C:23]([C:21]3[CH:22]=[C:6]([CH:7]=[C:8]([O:9][C:10]4[CH:15]=[N:14][C:13]([S:16]([CH3:19])(=[O:18])=[O:17])=[CH:12][N:11]=4)[CH:20]=3)[O:5][C@@H:4]([CH3:34])[CH2:3][OH:2])=[CH:27][CH:26]=2)=[N:32][CH2:31]1. The catalyst class is: 2.